From a dataset of Peptide-MHC class I binding affinity with 185,985 pairs from IEDB/IMGT. Regression. Given a peptide amino acid sequence and an MHC pseudo amino acid sequence, predict their binding affinity value. This is MHC class I binding data. (1) The peptide sequence is MMFDAMGAL. The MHC is HLA-B40:01 with pseudo-sequence HLA-B40:01. The binding affinity (normalized) is 0.0847. (2) The peptide sequence is KLWASQIY. The MHC is HLA-B40:01 with pseudo-sequence HLA-B40:01. The binding affinity (normalized) is 0.